From a dataset of Reaction yield outcomes from USPTO patents with 853,638 reactions. Predict the reaction yield, written as a fraction of the theoretical maximum amount of product (1.0 means a 100% yield; for example, 0.34 means a 34% yield). (1) The reactants are [C:1]([C:5]1[CH:10]=[CH:9][C:8]([N+:11]([O-])=O)=[CH:7][C:6]=1[O:14][CH3:15])([CH3:4])([CH3:3])[CH3:2].C([O-])=O.[K+]. The catalyst is CCO.O.[Pd]. The product is [C:1]([C:5]1[CH:10]=[CH:9][C:8]([NH2:11])=[CH:7][C:6]=1[O:14][CH3:15])([CH3:4])([CH3:2])[CH3:3]. The yield is 0.720. (2) The reactants are [OH:1][CH:2]([C:6]1[CH:11]=[CH:10][C:9]([C:12]2[N:16]=[C:15]([C:17]3[O:21][N:20]=[C:19]([C:22]4[CH:27]=[CH:26][CH:25]=[CH:24][CH:23]=4)[C:18]=3[C:28]([F:31])([F:30])[F:29])[O:14][N:13]=2)=[CH:8][CH:7]=1)[C:3]([OH:5])=O.[NH2:32][CH2:33][C:34]1[NH:38][N:37]=[N:36][N:35]=1.CN1CCOCC1.CN(C(ON1N=NC2C=CC=NC1=2)=[N+](C)C)C.F[P-](F)(F)(F)(F)F. The catalyst is CN(C=O)C. The product is [NH:35]1[C:34]([CH2:33][NH:32][C:3](=[O:5])[CH:2]([OH:1])[C:6]2[CH:11]=[CH:10][C:9]([C:12]3[N:16]=[C:15]([C:17]4[O:21][N:20]=[C:19]([C:22]5[CH:23]=[CH:24][CH:25]=[CH:26][CH:27]=5)[C:18]=4[C:28]([F:29])([F:30])[F:31])[O:14][N:13]=3)=[CH:8][CH:7]=2)=[N:38][N:37]=[N:36]1. The yield is 0.498.